The task is: Predict which catalyst facilitates the given reaction.. This data is from Catalyst prediction with 721,799 reactions and 888 catalyst types from USPTO. (1) Reactant: [Cl:1][C:2]1[CH:11]=[CH:10][C:9]([N+:12]([O-])=O)=[CH:8][C:3]=1[C:4]([NH:6][CH3:7])=[O:5].[Sn](Cl)Cl.[OH-].[Na+]. Product: [NH2:12][C:9]1[CH:10]=[CH:11][C:2]([Cl:1])=[C:3]([CH:8]=1)[C:4]([NH:6][CH3:7])=[O:5]. The catalyst class is: 33. (2) Reactant: [C:1]1([C@@H:7]2[CH2:9][C@H:8]2[NH:10][CH2:11][CH:12]2[CH2:17][CH2:16][N:15](C(OC(C)(C)C)=O)[CH2:14][CH2:13]2)[CH:6]=[CH:5][CH:4]=[CH:3][CH:2]=1.Cl. Product: [C:1]1([C@@H:7]2[CH2:9][C@H:8]2[NH:10][CH2:11][CH:12]2[CH2:17][CH2:16][NH:15][CH2:14][CH2:13]2)[CH:2]=[CH:3][CH:4]=[CH:5][CH:6]=1. The catalyst class is: 12.